Task: Predict the product of the given reaction.. Dataset: Forward reaction prediction with 1.9M reactions from USPTO patents (1976-2016) (1) Given the reactants [C:1]1([OH:8])[CH:6]=[CH:5][C:4]([OH:7])=[CH:3][CH:2]=1.[Cl:9][C:10]1[CH:15]=[CH:14][CH:13]=[C:12]([N:16]=[C:17]=[O:18])[CH:11]=1.C(N(CC)CC)C, predict the reaction product. The product is: [OH:7][C:4]1[CH:5]=[CH:6][C:1]([O:8][C:17](=[O:18])[NH:16][C:12]2[CH:13]=[CH:14][CH:15]=[C:10]([Cl:9])[CH:11]=2)=[CH:2][CH:3]=1. (2) Given the reactants [CH3:1][C@@H:2]1[CH2:7][CH2:6][CH2:5][NH:4][C@@H:3]1[CH2:8][NH:9]C(=O)OC(C)(C)C.[Br:17][C:18]1[CH:26]=[CH:25][C:24]([CH3:27])=[CH:23][C:19]=1[C:20](O)=[O:21], predict the reaction product. The product is: [NH2:9][CH2:8][C@@H:3]1[C@H:2]([CH3:1])[CH2:7][CH2:6][CH2:5][N:4]1[C:20]([C:19]1[CH:23]=[C:24]([CH3:27])[CH:25]=[CH:26][C:18]=1[Br:17])=[O:21].